From a dataset of Forward reaction prediction with 1.9M reactions from USPTO patents (1976-2016). Predict the product of the given reaction. (1) The product is: [F:16][C:13]1[CH:14]=[CH:15][C:10]([CH:2]2[CH2:3][CH2:4][CH2:5][CH2:6][CH2:7][C:1]2=[O:8])=[CH:11][CH:12]=1. Given the reactants [C:1]1(=[O:8])[CH2:7][CH2:6][CH2:5][CH2:4][CH2:3][CH2:2]1.Br[C:10]1[CH:15]=[CH:14][C:13]([F:16])=[CH:12][CH:11]=1.CC(C)([O-])C.[Na+], predict the reaction product. (2) Given the reactants [CH2:1]([O:3][C:4](=[O:17])[C:5](=O)[CH2:6][C:7]([C:9]1[CH:14]=[CH:13][CH:12]=[C:11]([Cl:15])[CH:10]=1)=[O:8])[CH3:2].Cl.[NH2:19]O.O, predict the reaction product. The product is: [Cl:15][C:11]1[CH:10]=[C:9]([C:7]2[O:8][N:19]=[C:5]([C:4]([O:3][CH2:1][CH3:2])=[O:17])[CH:6]=2)[CH:14]=[CH:13][CH:12]=1. (3) The product is: [Cl:1][C:2]1[CH:3]=[C:4]([CH:8]([CH3:11])[CH2:9][NH2:10])[CH:5]=[CH:6][CH:7]=1. Given the reactants [Cl:1][C:2]1[CH:3]=[C:4]([CH:8]([CH3:11])[C:9]#[N:10])[CH:5]=[CH:6][CH:7]=1, predict the reaction product. (4) Given the reactants [OH:1][CH:2]1[CH2:6][CH2:5][NH:4][CH2:3]1.C(N(CC)CC)C.[C:14](O[C:14]([O:16][C:17]([CH3:20])([CH3:19])[CH3:18])=[O:15])([O:16][C:17]([CH3:20])([CH3:19])[CH3:18])=[O:15], predict the reaction product. The product is: [OH:1][CH:2]1[CH2:6][CH2:5][N:4]([C:14]([O:16][C:17]([CH3:20])([CH3:19])[CH3:18])=[O:15])[CH2:3]1. (5) Given the reactants [Na].Cl[C:3]1[N:11]=[C:10]2[C:6]([N:7]=[CH:8][N:9]2[CH2:12][C:13]2[CH:18]=[CH:17][CH:16]=[C:15]([CH2:19][C:20]([O:22][CH3:23])=[O:21])[CH:14]=2)=[C:5]([NH2:24])[N:4]=1.Cl.[CH3:26][S:27][CH2:28][CH2:29][OH:30], predict the reaction product. The product is: [CH3:23][O:22][C:20]([CH2:19][C:15]1[CH:14]=[C:13]([CH:18]=[CH:17][CH:16]=1)[CH2:12][N:9]1[CH:8]=[N:7][C:6]2[C:10]1=[N:11][C:3]([O:30][CH2:29][CH2:28][S:27][CH3:26])=[N:4][C:5]=2[NH2:24])=[O:21]. (6) Given the reactants [Cl:1][C:2]1[CH:3]=[C:4]([C:8]2[C:9]([C:17]([O:19][CH3:20])=[O:18])=[CH:10][CH:11]=[C:12]([N+:14]([O-])=O)[CH:13]=2)[CH:5]=[CH:6][CH:7]=1.Cl.O.O.[Sn](Cl)Cl, predict the reaction product. The product is: [NH2:14][C:12]1[CH:13]=[C:8]([C:4]2[CH:5]=[CH:6][CH:7]=[C:2]([Cl:1])[CH:3]=2)[C:9]([C:17]([O:19][CH3:20])=[O:18])=[CH:10][CH:11]=1.